Dataset: Forward reaction prediction with 1.9M reactions from USPTO patents (1976-2016). Task: Predict the product of the given reaction. (1) Given the reactants [NH2:1][C:2]1[CH:7]=[C:6]([OH:8])[CH:5]=[CH:4][C:3]=1[S:9]([NH:12][C:13]1[CH:14]=[CH:15][C:16]2[CH2:20][O:19][B:18]([OH:21])[C:17]=2[CH:22]=1)(=[O:11])=[O:10].Cl[C:24]([O:26][CH2:27][CH3:28])=[O:25], predict the reaction product. The product is: [OH:8][C:6]1[CH:5]=[CH:4][C:3]([S:9](=[O:10])(=[O:11])[NH:12][C:13]2[CH:14]=[CH:15][C:16]3[CH2:20][O:19][B:18]([OH:21])[C:17]=3[CH:22]=2)=[C:2]([NH:1][C:24](=[O:25])[O:26][CH2:27][CH3:28])[CH:7]=1. (2) Given the reactants [CH2:1]([O:3][C:4]([C:6]1[S:7][CH:8]=[C:9]([C:11]2[CH:16]=[CH:15][C:14]([C:17]([OH:19])=O)=[CH:13][CH:12]=2)[N:10]=1)=[O:5])[CH3:2].[N:20]1([C:26]2[CH:31]=[CH:30][C:29]([NH2:32])=[CH:28][CH:27]=2)[CH2:25][CH2:24][O:23][CH2:22][CH2:21]1.CN(C(ON1N=NC2C=CC=CC1=2)=[N+](C)C)C.F[P-](F)(F)(F)(F)F.CCN(C(C)C)C(C)C.C([O-])(O)=O.[Na+], predict the reaction product. The product is: [CH2:1]([O:3][C:4]([C:6]1[S:7][CH:8]=[C:9]([C:11]2[CH:12]=[CH:13][C:14]([C:17](=[O:19])[NH:32][C:29]3[CH:28]=[CH:27][C:26]([N:20]4[CH2:25][CH2:24][O:23][CH2:22][CH2:21]4)=[CH:31][CH:30]=3)=[CH:15][CH:16]=2)[N:10]=1)=[O:5])[CH3:2]. (3) The product is: [C:1]([O:5][C:6](=[O:9])[C@H:7]([CH2:10][C:11]1[CH:16]=[CH:15][CH:14]=[CH:13][CH:12]=1)[NH2:8])([CH3:4])([CH3:3])[CH3:2]. Given the reactants [C:1]([O:5][C:6](=[O:9])[CH2:7][NH2:8])([CH3:4])([CH3:3])[CH3:2].[CH2:10](Br)[C:11]1[CH:16]=[CH:15][CH:14]=[CH:13][CH:12]=1.C1(C)C=CC=CC=1.[OH-].[K+], predict the reaction product. (4) Given the reactants [CH3:1][C:2]1[CH:7]=[C:6]([N+:8]([O-:10])=[O:9])[CH:5]=[CH:4][C:3]=1[C:11]#[N:12].S(=O)(=O)(O)[OH:14], predict the reaction product. The product is: [CH3:1][C:2]1[CH:7]=[C:6]([N+:8]([O-:10])=[O:9])[CH:5]=[CH:4][C:3]=1[C:11]([NH2:12])=[O:14].